This data is from Peptide-MHC class I binding affinity with 185,985 pairs from IEDB/IMGT. The task is: Regression. Given a peptide amino acid sequence and an MHC pseudo amino acid sequence, predict their binding affinity value. This is MHC class I binding data. (1) The peptide sequence is EVIRATYPS. The MHC is HLA-A80:01 with pseudo-sequence HLA-A80:01. The binding affinity (normalized) is 0.0847. (2) The MHC is HLA-A11:01 with pseudo-sequence HLA-A11:01. The peptide sequence is HYIHCFRKPH. The binding affinity (normalized) is 0.